The task is: Predict the reactants needed to synthesize the given product.. This data is from Full USPTO retrosynthesis dataset with 1.9M reactions from patents (1976-2016). (1) Given the product [N:21]1([C:27]([O:29][CH2:30][O:20][P:17]([CH2:16][O:15][C:12]2([CH2:11][N:8]3[CH:7]=[N:6][C:5]4[C:9]3=[N:10][C:2]([NH2:1])=[N:3][CH:4]=4)[CH2:13][CH2:14]2)(=[O:18])[O:19][CH2:30][O:29][C:27]([N:21]2[CH2:26][CH2:25][O:24][CH2:23][CH2:22]2)=[O:28])=[O:28])[CH2:26][CH2:25][O:24][CH2:23][CH2:22]1, predict the reactants needed to synthesize it. The reactants are: [NH2:1][C:2]1[N:10]=[C:9]2[C:5]([N:6]=[CH:7][N:8]2[CH2:11][C:12]2([O:15][CH2:16][P:17](=[O:20])([OH:19])[OH:18])[CH2:14][CH2:13]2)=[CH:4][N:3]=1.[N:21]1([C:27]([O:29][CH2:30]Cl)=[O:28])[CH2:26][CH2:25][O:24][CH2:23][CH2:22]1. (2) Given the product [C:23]([O:22][C@@H:5]1[C@:4]([CH2:1][CH:2]=[CH2:3])([O:26][CH2:27][C:28]2[CH:29]=[CH:30][CH:31]=[CH:32][CH:33]=2)[C@@H:12]([CH2:13][O:14][CH2:15][C:16]2[CH:21]=[CH:20][CH:19]=[CH:18][CH:17]=2)[O:11][C@H:6]1[N:34]1[CH:42]=[C:40]([CH3:41])[C:38](=[O:39])[NH:37][C:35]1=[O:36])(=[O:25])[CH3:24], predict the reactants needed to synthesize it. The reactants are: [CH2:1]([C@@:4]1([O:26][CH2:27][C:28]2[CH:33]=[CH:32][CH:31]=[CH:30][CH:29]=2)[C@@H:12]([CH2:13][O:14][CH2:15][C:16]2[CH:21]=[CH:20][CH:19]=[CH:18][CH:17]=2)[O:11][CH:6](OC(=O)C)[C@@H:5]1[O:22][C:23](=[O:25])[CH3:24])[CH:2]=[CH2:3].[NH:34]1[CH:42]=[C:40]([CH3:41])[C:38](=[O:39])[NH:37][C:35]1=[O:36].C/C(/O[Si](C)(C)C)=N\[Si](C)(C)C.O([Si](C)(C)C)S(C(F)(F)F)(=O)=O.C(=O)([O-])O.[Na+]. (3) Given the product [O:1]=[C:2]1[CH2:5][CH:4]([C:6]#[N:7])[CH2:3]1.[OH:1][C@@H:2]1[CH2:5][C@H:4]([C:6]#[N:7])[CH2:3]1, predict the reactants needed to synthesize it. The reactants are: [O:1]=[C:2]1[CH2:5][CH:4]([C:6]#[N:7])[CH2:3]1.[BH4-].[Na+]. (4) Given the product [CH:7]1([CH2:10][C:11]2[S:17][C:16]([NH2:18])=[N:15][N:14]=2)[CH2:9][CH2:8]1, predict the reactants needed to synthesize it. The reactants are: C(Cl)(=O)C(Cl)=O.[CH:7]1([CH2:10][C:11](O)=O)[CH2:9][CH2:8]1.[NH2:14][NH:15][C:16]([NH2:18])=[S:17].[OH-].[Na+].